This data is from Forward reaction prediction with 1.9M reactions from USPTO patents (1976-2016). The task is: Predict the product of the given reaction. (1) Given the reactants [C:1]([NH:5][NH:6][C:7](=[O:17])[C:8]1[C:13](I)=[CH:12][CH:11]=[N:10][C:9]=1[O:15][CH3:16])([CH3:4])([CH3:3])[CH3:2].N1CCC[C@H]1C(O)=O.C(=O)([O-])[O-].[K+].[K+], predict the reaction product. The product is: [C:1]([N:5]1[C:13]2[CH:12]=[CH:11][N:10]=[C:9]([O:15][CH3:16])[C:8]=2[C:7](=[O:17])[NH:6]1)([CH3:4])([CH3:3])[CH3:2]. (2) Given the reactants Cl[C:2]1[N:3]=[CH:4][C:5](/[CH:8]=[CH:9]/[C:10]([O:12][CH2:13][CH3:14])=[O:11])=[N:6][CH:7]=1.Cl.Cl.[C:17]12([CH2:24][N:25]3[CH2:29][CH2:28][C@@H:27]([NH2:30])[CH2:26]3)[O:23][CH:20]([CH2:21][CH2:22]1)[CH2:19][CH2:18]2.CCN(CC)CC.O, predict the reaction product. The product is: [C:17]12([CH2:24][N:25]3[CH2:29][CH2:28][C@@H:27]([NH:30][C:2]4[N:3]=[CH:4][C:5](/[CH:8]=[CH:9]/[C:10]([O:12][CH2:13][CH3:14])=[O:11])=[N:6][CH:7]=4)[CH2:26]3)[O:23][CH:20]([CH2:21][CH2:22]1)[CH2:19][CH2:18]2.